From a dataset of Forward reaction prediction with 1.9M reactions from USPTO patents (1976-2016). Predict the product of the given reaction. (1) Given the reactants [CH2:1]([N:8]([CH3:18])[C:9]([CH:11]1[CH2:16][CH2:15][CH:14]([OH:17])[CH2:13][CH2:12]1)=[O:10])[C:2]1[CH:7]=[CH:6][CH:5]=[CH:4][CH:3]=1, predict the reaction product. The product is: [CH2:1]([N:8]([CH3:18])[C:9]([CH:11]1[CH2:16][CH2:15][C:14](=[O:17])[CH2:13][CH2:12]1)=[O:10])[C:2]1[CH:7]=[CH:6][CH:5]=[CH:4][CH:3]=1. (2) Given the reactants [F:1][C:2]1[CH:3]=[C:4]([CH:8]=[CH:9][CH:10]=1)[CH2:5][CH2:6][NH2:7].[F:11][CH:12]([F:23])[O:13][C:14]1[CH:15]=[C:16]([N:20]=[C:21]=[O:22])[CH:17]=[CH:18][CH:19]=1, predict the reaction product. The product is: [F:11][CH:12]([F:23])[O:13][C:14]1[CH:15]=[C:16]([NH:20][C:21]([NH:7][CH2:6][CH2:5][C:4]2[CH:8]=[CH:9][CH:10]=[C:2]([F:1])[CH:3]=2)=[O:22])[CH:17]=[CH:18][CH:19]=1. (3) Given the reactants [F:1][C:2]([F:22])([F:21])[C:3]([N:5]1[CH2:11][CH:10]([CH:12]([CH3:14])[CH3:13])[C:9]2[CH:15]=[C:16]([Br:20])[C:17]([OH:19])=[CH:18][C:8]=2[CH2:7][CH2:6]1)=[O:4].[CH2:23](Br)[CH:24]=[CH2:25], predict the reaction product. The product is: [F:22][C:2]([F:1])([F:21])[C:3]([N:5]1[CH2:11][CH:10]([CH:12]([CH3:14])[CH3:13])[C:9]2[CH:15]=[C:16]([Br:20])[C:17]([O:19][CH2:25][CH:24]=[CH2:23])=[CH:18][C:8]=2[CH2:7][CH2:6]1)=[O:4]. (4) Given the reactants [OH:1][C:2]1[CH:7]=[CH:6][N:5]([CH:8]2[CH2:13][CH2:12][C:11](=O)[CH2:10][CH2:9]2)[C:4](=[O:15])[CH:3]=1.[NH:16]1[CH2:19][CH:18]([NH:20][C:21]([CH2:23][NH:24][C:25](=[O:36])[C:26]2[CH:31]=[CH:30][CH:29]=[C:28]([C:32]([F:35])([F:34])[F:33])[CH:27]=2)=[O:22])[CH2:17]1, predict the reaction product. The product is: [OH:1][C:2]1[CH:7]=[CH:6][N:5]([CH:8]2[CH2:13][CH2:12][CH:11]([N:16]3[CH2:19][CH:18]([NH:20][C:21]([CH2:23][NH:24][C:25](=[O:36])[C:26]4[CH:31]=[CH:30][CH:29]=[C:28]([C:32]([F:35])([F:33])[F:34])[CH:27]=4)=[O:22])[CH2:17]3)[CH2:10][CH2:9]2)[C:4](=[O:15])[CH:3]=1. (5) Given the reactants [NH2:1][C:2]1[CH:10]=[CH:9][CH:8]=[C:7]([Cl:11])[C:3]=1[C:4]([NH2:6])=[O:5].[CH:12]([N:15]1[CH2:20][CH2:19][N:18]([C:21]2[CH:28]=[CH:27][C:24]([CH:25]=O)=[CH:23][CH:22]=2)[CH2:17][CH2:16]1)([CH3:14])[CH3:13].CC1C=CC(S(O)(=O)=O)=CC=1.OS([O-])=O.[Na+], predict the reaction product. The product is: [Cl:11][C:7]1[CH:8]=[CH:9][CH:10]=[C:2]2[C:3]=1[C:4](=[O:5])[NH:6][C:25]([C:24]1[CH:23]=[CH:22][C:21]([N:18]3[CH2:17][CH2:16][N:15]([CH:12]([CH3:14])[CH3:13])[CH2:20][CH2:19]3)=[CH:28][CH:27]=1)=[N:1]2. (6) Given the reactants [OH:1][C:2]1[CH:10]=[CH:9][C:5]([C:6]([OH:8])=[O:7])=[CH:4][CH:3]=1.[OH-].[K+].Br[CH2:14][CH2:15][O:16][CH3:17].[I-].[K+], predict the reaction product. The product is: [CH3:17][O:16][CH2:15][CH2:14][O:1][C:2]1[CH:10]=[CH:9][C:5]([C:6]([OH:8])=[O:7])=[CH:4][CH:3]=1.